Dataset: Forward reaction prediction with 1.9M reactions from USPTO patents (1976-2016). Task: Predict the product of the given reaction. (1) Given the reactants Br[C:2]1[S:6][C:5]([C:7]2[N:11]([CH2:12][C:13]([O:15][CH2:16][CH3:17])=[O:14])[N:10]=[C:9]([C:18]([F:21])([F:20])[F:19])[CH:8]=2)=[CH:4][CH:3]=1.[CH3:22][S:23]([C:26]1[CH:27]=[C:28](B(O)O)[CH:29]=[CH:30][CH:31]=1)(=[O:25])=[O:24].C(=O)([O-])[O-].[Na+].[Na+], predict the reaction product. The product is: [CH3:22][S:23]([C:26]1[CH:31]=[C:30]([C:2]2[S:6][C:5]([C:7]3[N:11]([CH2:12][C:13]([O:15][CH2:16][CH3:17])=[O:14])[N:10]=[C:9]([C:18]([F:21])([F:20])[F:19])[CH:8]=3)=[CH:4][CH:3]=2)[CH:29]=[CH:28][CH:27]=1)(=[O:25])=[O:24]. (2) Given the reactants [C:1]([O:5][C:6]([N:8]1[CH2:13][CH:12]2[C:10]([C:14]3[CH:19]=[CH:18][C:17]([N:20]4[CH2:24][C@H:23]([CH2:25][NH:26][C:27]([O:29][CH3:30])=[O:28])[O:22][C:21]4=[O:31])=[CH:16][CH:15]=3)([CH2:11]2)[CH2:9]1)=[O:7])(C)(C)C.Cl, predict the reaction product. The product is: [CH3:1][O:5][C:6]([N:8]1[CH2:13][CH:12]2[C:10]([C:14]3[CH:19]=[CH:18][C:17]([N:20]4[CH2:24][C@H:23]([CH2:25][NH:26][C:27]([O:29][CH3:30])=[O:28])[O:22][C:21]4=[O:31])=[CH:16][CH:15]=3)([CH2:11]2)[CH2:9]1)=[O:7].